From a dataset of Reaction yield outcomes from USPTO patents with 853,638 reactions. Predict the reaction yield, written as a fraction of the theoretical maximum amount of product (1.0 means a 100% yield; for example, 0.34 means a 34% yield). (1) The reactants are [CH3:1][CH:2]([O:4][C:5]1[CH:11]=[CH:10][C:8]([NH2:9])=[CH:7][CH:6]=1)[CH3:3].[N:12]([O-])=O.[Na+].[Cl:16][Sn]Cl.O. The catalyst is Cl.O. The product is [ClH:16].[CH:2]([O:4][C:5]1[CH:11]=[CH:10][C:8]([NH:9][NH2:12])=[CH:7][CH:6]=1)([CH3:1])[CH3:3]. The yield is 0.700. (2) The catalyst is C1COCC1. The yield is 1.00. The product is [N+:11]([C:5]1[CH:4]=[CH:3][C:2]([N:14]2[CH2:19][CH2:18][CH2:17][CH2:16][CH2:15]2)=[CH:10][C:6]=1[C:7]([NH2:9])=[O:8])([O-:13])=[O:12]. The reactants are F[C:2]1[CH:3]=[CH:4][C:5]([N+:11]([O-:13])=[O:12])=[C:6]([CH:10]=1)[C:7]([NH2:9])=[O:8].[NH:14]1[CH2:19][CH2:18][CH2:17][CH2:16][CH2:15]1.C(N(C(C)C)CC)(C)C. (3) The reactants are [C:1]([O:5][C:6]([N:8]1[CH2:12][CH2:11][C@H:10]([OH:13])[CH2:9]1)=[O:7])([CH3:4])([CH3:3])[CH3:2].[CH2:14]([N:21]1[CH2:31][CH2:30][C:24]2[N:25]=[CH:26][N:27]=[C:28](Cl)[C:23]=2[CH2:22]1)[C:15]1[CH:20]=[CH:19][CH:18]=[CH:17][CH:16]=1. The catalyst is C1COCC1. The product is [C:1]([O:5][C:6]([N:8]1[CH2:12][CH2:11][C@H:10]([O:13][C:28]2[C:23]3[CH2:22][N:21]([CH2:14][C:15]4[CH:20]=[CH:19][CH:18]=[CH:17][CH:16]=4)[CH2:31][CH2:30][C:24]=3[N:25]=[CH:26][N:27]=2)[CH2:9]1)=[O:7])([CH3:4])([CH3:2])[CH3:3]. The yield is 0.850. (4) The product is [F:17][C:18]([F:29])([F:28])[C:19]([NH:1][C:2]1[CH:6]=[CH:5][S:4][C:3]=1[C:7]([O:9][CH3:10])=[O:8])=[O:20]. The reactants are [NH2:1][C:2]1[CH:6]=[CH:5][S:4][C:3]=1[C:7]([O:9][CH3:10])=[O:8].N1C=CC=CC=1.[F:17][C:18]([F:29])([F:28])[C:19](O[C:19](=[O:20])[C:18]([F:29])([F:28])[F:17])=[O:20]. The catalyst is C(#N)C. The yield is 0.930. (5) The reactants are [CH2:1]([C:5]1[C:9]([CH2:10][CH2:11][C:12](OCC)=[O:13])=[CH:8][N:7]([C:17]2[CH:22]=[CH:21][C:20]([C:23]([F:26])([F:25])[F:24])=[CH:19][N:18]=2)[N:6]=1)[CH2:2][CH2:3][CH3:4].[H-].C([Al+]CC(C)C)C(C)C.Cl. The catalyst is O1CCCC1.CCCCCC. The product is [CH2:1]([C:5]1[C:9]([CH2:10][CH2:11][CH2:12][OH:13])=[CH:8][N:7]([C:17]2[CH:22]=[CH:21][C:20]([C:23]([F:24])([F:25])[F:26])=[CH:19][N:18]=2)[N:6]=1)[CH2:2][CH2:3][CH3:4]. The yield is 0.910. (6) The reactants are C(NC1C=CC(C2C=C3C(CN([C@@H](C(C)C)C(O)=O)C3=O)=CC=2)=CC=1)(=O)C1C=CC=CC=1.[C:33]([C:37]1[CH:70]=[CH:69][C:40]([C:41]([NH:43][C:44]2[CH:49]=[CH:48][C:47]([C:50]3[CH:58]=[C:57]4[C:53]([CH2:54][N:55]([C@@H:60]([CH:65]([CH3:67])[CH3:66])[C:61]([O:63]C)=[O:62])[C:56]4=[O:59])=[CH:52][CH:51]=3)=[C:46]([F:68])[CH:45]=2)=[O:42])=[CH:39][CH:38]=1)([CH3:36])([CH3:35])[CH3:34]. No catalyst specified. The product is [C:33]([C:37]1[CH:70]=[CH:69][C:40]([C:41]([NH:43][C:44]2[CH:49]=[CH:48][C:47]([C:50]3[CH:58]=[C:57]4[C:53]([CH2:54][N:55]([C@@H:60]([CH:65]([CH3:66])[CH3:67])[C:61]([OH:63])=[O:62])[C:56]4=[O:59])=[CH:52][CH:51]=3)=[C:46]([F:68])[CH:45]=2)=[O:42])=[CH:39][CH:38]=1)([CH3:34])([CH3:36])[CH3:35]. The yield is 0.870. (7) The reactants are [CH:1]([C:3]1[CH:12]=[CH:11][C:6]([C:7]([O:9][CH3:10])=[O:8])=[CH:5][N:4]=1)=O.[F:13][C:14]([F:29])([F:28])[C:15]1[CH:20]=[CH:19][C:18]([C:21]2[CH:26]=[CH:25][C:24]([NH2:27])=[CH:23][CH:22]=2)=[CH:17][CH:16]=1.[CH2:30]([Mg]Br)[CH:31]([CH3:33])[CH3:32]. The catalyst is O1CCCC1.[Cl-].[Zn+2].[Cl-]. The product is [CH3:30][CH:31]([CH3:33])[CH2:32][CH:1]([C:3]1[CH:12]=[CH:11][C:6]([C:7]([O:9][CH3:10])=[O:8])=[CH:5][N:4]=1)[NH:27][C:24]1[CH:25]=[CH:26][C:21]([C:18]2[CH:19]=[CH:20][C:15]([C:14]([F:28])([F:29])[F:13])=[CH:16][CH:17]=2)=[CH:22][CH:23]=1. The yield is 0.390.